This data is from Forward reaction prediction with 1.9M reactions from USPTO patents (1976-2016). The task is: Predict the product of the given reaction. (1) Given the reactants [C:1]([O:6]CCC[Si](OC)(OC)OC)(=[O:5])C(C)=C.[OH:17][C:18]1[CH:23]=[CH:22][C:21]([C:24]([C:27]2[CH:32]=[CH:31][C:30]([OH:33])=[CH:29][CH:28]=2)([CH3:26])[CH3:25])=[CH:20][CH:19]=1.C[N+](C)(C)C.[OH-].[OH-].[Na+].[CH-]=O.[CH-]=O.[C-]#[O+].[C-]#[O+].[C-]#[O+].[C-]#[O+].[C-]#[O+].[C-]#[O+].[Co:58].[Co+2], predict the reaction product. The product is: [CH3:26][C:24]([C:21]1[CH:22]=[CH:23][C:18]([OH:17])=[CH:19][CH:20]=1)([C:27]1[CH:28]=[CH:29][C:30]([OH:33])=[CH:31][CH:32]=1)[CH3:25].[C:1]([OH:6])([OH:17])=[O:5].[Co:58]. (2) Given the reactants Br[C:2]1[C:15]([OH:16])=[CH:14][C:13]2[CH:12]3[CH:7]([CH2:8][CH2:9][CH2:10][CH2:11]3)[CH:6]([C:17]3[CH:22]=[CH:21][C:20]([OH:23])=[CH:19][CH:18]=3)[CH2:5][C:4]=2[CH:3]=1.C[O-].[Na+].CN([CH:30]=[O:31])C, predict the reaction product. The product is: [OH:23][C:20]1[CH:19]=[CH:18][C:17]([CH:6]2[CH2:5][C:4]3[CH:13]=[C:14]([O:31][CH3:30])[C:15]([OH:16])=[CH:2][C:3]=3[CH:12]3[CH:7]2[CH2:8][CH2:9][CH2:10][CH2:11]3)=[CH:22][CH:21]=1. (3) Given the reactants [F:1][C:2]1[CH:10]=[CH:9][C:5]([C:6](Cl)=[O:7])=[CH:4][CH:3]=1.[O:11]1[CH:15]=[CH:14][C:13]([C:16]2[C:24]3[C:19](=[N:20][CH:21]=[C:22]([NH2:25])[CH:23]=3)[NH:18][CH:17]=2)=[CH:12]1.CCN(CC)CC, predict the reaction product. The product is: [F:1][C:2]1[CH:10]=[CH:9][C:5]([C:6]([NH:25][C:22]2[CH:23]=[C:24]3[C:16]([C:13]4[CH:14]=[CH:15][O:11][CH:12]=4)=[CH:17][NH:18][C:19]3=[N:20][CH:21]=2)=[O:7])=[CH:4][CH:3]=1. (4) Given the reactants [C:1]1([CH:7]2[C:12](=[O:13])[NH:11][C:10](=[O:14])[NH:9][C:8]2=[O:15])[CH:6]=[CH:5][CH:4]=[CH:3][CH:2]=1.[Na].[C:17]([O:21][C:22]([NH:24][OH:25])=[O:23])([CH3:20])([CH3:19])[CH3:18].I([O-])(=O)(=O)=O.[Na+], predict the reaction product. The product is: [C:17]([O:21][C:22]([N:24]([OH:25])[C:7]1([C:1]2[CH:2]=[CH:3][CH:4]=[CH:5][CH:6]=2)[C:12](=[O:13])[NH:11][C:10](=[O:14])[NH:9][C:8]1=[O:15])=[O:23])([CH3:20])([CH3:19])[CH3:18].